This data is from Forward reaction prediction with 1.9M reactions from USPTO patents (1976-2016). The task is: Predict the product of the given reaction. (1) Given the reactants [CH:1]1([N:5]2[CH2:11][CH2:10][C:9]3[CH:12]=[CH:13][C:14]([CH2:16][C:17]4[CH:24]=[CH:23][C:20](C#N)=[CH:19][CH:18]=4)=[CH:15][C:8]=3[CH2:7][CH2:6]2)[CH2:4][CH2:3][CH2:2]1.Cl.[CH:26]([OH:28])=[O:27], predict the reaction product. The product is: [CH:1]1([N:5]2[CH2:11][CH2:10][C:9]3[CH:12]=[CH:13][C:14]([CH2:16][C:17]4[CH:24]=[CH:23][C:20]([C:26]([OH:28])=[O:27])=[CH:19][CH:18]=4)=[CH:15][C:8]=3[CH2:7][CH2:6]2)[CH2:2][CH2:3][CH2:4]1. (2) Given the reactants C(O[C:4]1[C:13]2[C:8](=[CH:9][CH:10]=[CH:11][CH:12]=2)[CH:7]=[CH:6][CH:5]=1)=C.[OH2:14], predict the reaction product. The product is: [C:12]1([C:4]2[C:13]3[C:8](=[CH:9][CH:10]=[CH:11][CH:12]=3)[CH:7]=[CH:6][CH:5]=2)[C:11]([OH:14])=[CH:10][CH:9]=[C:8]2[C:13]=1[CH:4]=[CH:5][CH:6]=[CH:7]2. (3) Given the reactants [F:1][C:2]([F:14])([F:13])[S:3][C:4]1[CH:12]=[CH:11][C:7]([C:8]([OH:10])=O)=[CH:6][CH:5]=1.[CH3:15][N:16]1[C:24]2[C:19](=[CH:20][C:21]([CH2:25][NH2:26])=[CH:22][CH:23]=2)[CH:18]=[CH:17]1.N, predict the reaction product. The product is: [CH3:15][N:16]1[C:24]2[C:19](=[CH:20][C:21]([CH2:25][NH:26][C:8](=[O:10])[C:7]3[CH:6]=[CH:5][C:4]([S:3][C:2]([F:1])([F:14])[F:13])=[CH:12][CH:11]=3)=[CH:22][CH:23]=2)[CH:18]=[CH:17]1. (4) Given the reactants Br[CH2:2][C:3]([NH:5][C:6]1[C:11](Br)=[N:10][C:9]([Br:13])=[CH:8][N:7]=1)=[O:4].[CH:14]([N:17](C(C)C)CC)(C)[CH3:15].Cl.C(N)C, predict the reaction product. The product is: [Br:13][C:9]1[N:10]=[C:11]2[N:17]([CH2:14][CH3:15])[CH2:2][C:3](=[O:4])[NH:5][C:6]2=[N:7][CH:8]=1. (5) Given the reactants BrC1C=CC(O)=C(C2C=[CH:16][C:15]3[C:10](=[CH:11][CH:12]=[C:13]([C:18]4[N:22]([CH:23]5[CH2:28][CH2:27][CH2:26][CH2:25][CH2:24]5)[C:21]5[CH:29]=[CH:30][C:31]([C:33]([OH:35])=[O:34])=[CH:32][C:20]=5[N:19]=4)[CH:14]=3)[N:9]=2)C=1.[CH3:37][C:38]1[S:39][C:40]([C:44](=O)[CH3:45])=[C:41]([CH3:43])[N:42]=1.[OH-].[K+], predict the reaction product. The product is: [CH:23]1([N:22]2[C:21]3[CH:29]=[CH:30][C:31]([C:33]([OH:35])=[O:34])=[CH:32][C:20]=3[N:19]=[C:18]2[C:13]2[CH:14]=[C:15]3[C:10](=[CH:11][CH:12]=2)[N:9]=[C:44]([C:40]2[S:39][C:38]([CH3:37])=[N:42][C:41]=2[CH3:43])[CH:45]=[CH:16]3)[CH2:24][CH2:25][CH2:26][CH2:27][CH2:28]1. (6) Given the reactants Br[C:2]1[CH:15]=[CH:14][C:5]([CH2:6][N:7]2[CH:12]=[CH:11][CH:10]=[N:9][C:8]2=[O:13])=[CH:4][C:3]=1[Cl:16].C([O-])(=O)C.[K+].[B:22]1([B:22]2[O:26][C:25]([CH3:28])([CH3:27])[C:24]([CH3:30])([CH3:29])[O:23]2)[O:26][C:25]([CH3:28])([CH3:27])[C:24]([CH3:30])([CH3:29])[O:23]1, predict the reaction product. The product is: [Cl:16][C:3]1[CH:4]=[C:5]([CH:14]=[CH:15][C:2]=1[B:22]1[O:26][C:25]([CH3:28])([CH3:27])[C:24]([CH3:30])([CH3:29])[O:23]1)[CH2:6][N:7]1[CH:12]=[CH:11][CH:10]=[N:9][C:8]1=[O:13]. (7) Given the reactants CCN=C=NCCCN(C)C.C1C=CC2N(O)N=NC=2C=1.[CH3:22][CH:23]([O:25][C:26]1[N:31]=[CH:30][C:29]([C:32]([OH:34])=O)=[CH:28][C:27]=1[C:35]([F:38])([F:37])[F:36])[CH3:24].O[NH:40]/[C:41](=[N:58]\[H])/[C:42]1[CH:43]=[CH:44][CH:45]=[C:46]2[C:50]=1[NH:49][CH:48]=[C:47]2[CH2:51][CH2:52][C:53]([O:55][CH2:56][CH3:57])=[O:54].CCCC[N+](CCCC)(CCCC)CCCC.[F-], predict the reaction product. The product is: [CH3:24][CH:23]([O:25][C:26]1[N:31]=[CH:30][C:29]([C:32]2[O:34][N:58]=[C:41]([C:42]3[CH:43]=[CH:44][CH:45]=[C:46]4[C:50]=3[NH:49][CH:48]=[C:47]4[CH2:51][CH2:52][C:53]([O:55][CH2:56][CH3:57])=[O:54])[N:40]=2)=[CH:28][C:27]=1[C:35]([F:38])([F:37])[F:36])[CH3:22]. (8) Given the reactants [CH3:1][N:2]([CH3:17])[CH2:3][C@H:4]([O:15][CH3:16])[C@@H:5]([C:8]1[CH:9]=[C:10]([OH:14])[CH:11]=[CH:12][CH:13]=1)[CH2:6][CH3:7].O.C[Si](C)(C)[Cl:21], predict the reaction product. The product is: [ClH:21].[CH3:17][N:2]([CH3:1])[CH2:3][C@H:4]([O:15][CH3:16])[C@@H:5]([C:8]1[CH:9]=[C:10]([OH:14])[CH:11]=[CH:12][CH:13]=1)[CH2:6][CH3:7]. (9) Given the reactants [Cl:1][C:2]1[CH:3]=[CH:4][C:5]2[N:11]3[CH:12]=[CH:13][CH:14]=[C:10]3[C@@H:9]([CH2:15][CH2:16][N:17]3[CH:21]=C(CC(O)=O)N=N3)[O:8][C@H:7]([C:26]3[CH:31]=[CH:30][CH:29]=[C:28]([O:32][CH3:33])[C:27]=3[O:34][CH3:35])[C:6]=2[CH:36]=1.ClC1C=[CH:40][C:41]2[N:47]3C=CC=C3[C@@H](CCN3C=CC(CC#N)=N3)[O:44][C@H:43](C3C=CC=C(OC)C=3OC)[C:42]=2C=1.[OH-:72].[Na+], predict the reaction product. The product is: [Cl:1][C:2]1[CH:3]=[CH:4][C:5]2[N:11]3[CH:12]=[CH:13][CH:14]=[C:10]3[C@@H:9]([CH2:15][CH2:16][N:17]3[CH:21]=[CH:40][C:41]([CH2:42][C:43]([OH:44])=[O:72])=[N:47]3)[O:8][C@H:7]([C:26]3[CH:31]=[CH:30][CH:29]=[C:28]([O:32][CH3:33])[C:27]=3[O:34][CH3:35])[C:6]=2[CH:36]=1.